This data is from Reaction yield outcomes from USPTO patents with 853,638 reactions. The task is: Predict the reaction yield, written as a fraction of the theoretical maximum amount of product (1.0 means a 100% yield; for example, 0.34 means a 34% yield). (1) The reactants are Br[CH2:2][C:3]([C:5]1[CH:10]=[CH:9][CH:8]=[CH:7][C:6]=1[F:11])=O.[N:12]1[CH:17]=[CH:16][CH:15]=[CH:14][CH:13]=1.Cl.[NH2:19]O.[CH2:21]([OH:23])C. The yield is 0.580. No catalyst specified. The product is [CH2:17]([N:12]1[CH2:13][CH:14]2[C:3]([C:5]3[CH:10]=[CH:9][CH:8]=[CH:7][C:6]=3[F:11])([NH:19][O:23][CH2:21]2)[CH2:2]1)[CH:16]=[CH2:15]. (2) The reactants are C([O:8][N:9]1[C:15](=[O:16])[N:14]2[CH2:17][C@H:10]1[CH2:11][CH2:12][C@H:13]2[C:18]([NH:20][O:21][C@@H:22]1[CH2:26][C:25](=[O:27])[NH:24][CH2:23]1)=[O:19])C1C=CC=CC=1.[H][H]. The catalyst is CO.[Pd]. The yield is 0.930. The product is [OH:8][N:9]1[C:15](=[O:16])[N:14]2[CH2:17][C@H:10]1[CH2:11][CH2:12][C@H:13]2[C:18]([NH:20][O:21][C@@H:22]1[CH2:26][C:25](=[O:27])[NH:24][CH2:23]1)=[O:19]. (3) The reactants are [F:1][C:2]1[CH:7]=[CH:6][C:5]([N:8]2[C:12]([NH:13][C:14](=[O:22])OC3C=CC=CC=3)=[CH:11][C:10]([C:23]([F:26])([F:25])[F:24])=[N:9]2)=[CH:4][CH:3]=1.[CH3:27][O:28][C:29]1[CH:30]=[C:31]2[C:36](=[CH:37][C:38]=1[O:39][CH2:40][CH2:41][O:42][CH3:43])[N:35]=[CH:34][N:33]=[C:32]2[O:44][C:45]1[CH:46]=[C:47]([CH:49]=[CH:50][CH:51]=1)[NH2:48]. The catalyst is CN(C)C1C=CN=CC=1.C1COCC1. The product is [F:1][C:2]1[CH:3]=[CH:4][C:5]([N:8]2[C:12]([NH:13][C:14]([NH:48][C:47]3[CH:49]=[CH:50][CH:51]=[C:45]([O:44][C:32]4[C:31]5[C:36](=[CH:37][C:38]([O:39][CH2:40][CH2:41][O:42][CH3:43])=[C:29]([O:28][CH3:27])[CH:30]=5)[N:35]=[CH:34][N:33]=4)[CH:46]=3)=[O:22])=[CH:11][C:10]([C:23]([F:24])([F:25])[F:26])=[N:9]2)=[CH:6][CH:7]=1. The yield is 0.680. (4) The product is [Br:16][CH2:10][C:8]1[O:9][C:5]2[CH:4]=[CH:3][C:2]([Cl:1])=[CH:12][C:6]=2[CH:7]=1. The reactants are [Cl:1][C:2]1[CH:3]=[CH:4][C:5]2[O:9][C:8]([CH:10]=O)=[CH:7][C:6]=2[CH:12]=1.[BH4-].[Na+].P(Br)(Br)[Br:16]. The yield is 0.570. The catalyst is CCO. (5) The reactants are [F:1][C:2]1[CH:3]=[CH:4][C:5]([OH:28])=[C:6]([C:8]2[CH:13]=[CH:12][CH:11]=[C:10]([S:14]([NH:17][C:18]3[CH:26]=[CH:25][C:21]([C:22]([OH:24])=[O:23])=[C:20]([OH:27])[CH:19]=3)(=[O:16])=[O:15])[CH:9]=2)[CH:7]=1.[CH3:29][O:30][CH:31](O)[CH3:32]. No catalyst specified. The product is [F:1][C:2]1[CH:3]=[CH:4][C:5]([OH:28])=[C:6]([C:8]2[CH:13]=[CH:12][CH:11]=[C:10]([S:14]([NH:17][C:18]3[CH:26]=[CH:25][C:21]([C:22]([O:24][CH2:32][CH2:31][O:30][CH3:29])=[O:23])=[C:20]([OH:27])[CH:19]=3)(=[O:15])=[O:16])[CH:9]=2)[CH:7]=1. The yield is 0.740. (6) The product is [NH2:17][C:13]1[CH:12]=[C:11]([CH3:20])[C:10]([NH:9][C:7](=[O:8])[CH2:6][CH:1]2[CH2:5][CH2:4][CH2:3][CH2:2]2)=[C:15]([CH3:16])[CH:14]=1. The yield is 0.890. The reactants are [CH:1]1([CH2:6][C:7]([NH:9][C:10]2[C:15]([CH3:16])=[CH:14][C:13]([N+:17]([O-])=O)=[CH:12][C:11]=2[CH3:20])=[O:8])[CH2:5][CH2:4][CH2:3][CH2:2]1.C(=O)([O-])[O-].[Na+].[Na+]. The catalyst is O1CCCC1.C(O)(=O)C.[Zn]. (7) The reactants are [CH3:1][N:2]([CH3:20])[CH2:3][CH2:4][CH2:5][O:6][C:7]1[CH:12]=[CH:11][C:10]([NH2:13])=[CH:9][C:8]=1[C:14]1[N:15]([CH3:19])[N:16]=[CH:17][CH:18]=1.[Cl:21][C:22]1[CH:23]=[C:24]([N:28]=[C:29]=[O:30])[CH:25]=[CH:26][CH:27]=1. The catalyst is C(Cl)Cl. The product is [Cl:21][C:22]1[CH:23]=[C:24]([NH:28][C:29]([NH:13][C:10]2[CH:11]=[CH:12][C:7]([O:6][CH2:5][CH2:4][CH2:3][N:2]([CH3:1])[CH3:20])=[C:8]([C:14]3[N:15]([CH3:19])[N:16]=[CH:17][CH:18]=3)[CH:9]=2)=[O:30])[CH:25]=[CH:26][CH:27]=1. The yield is 0.420.